From a dataset of Peptide-MHC class II binding affinity with 134,281 pairs from IEDB. Regression. Given a peptide amino acid sequence and an MHC pseudo amino acid sequence, predict their binding affinity value. This is MHC class II binding data. (1) The peptide sequence is YIITPTNVSHIQSAVVSGRR. The MHC is DRB4_0101 with pseudo-sequence DRB4_0103. The binding affinity (normalized) is 0.851. (2) The peptide sequence is ALRASADAYATAEAS. The MHC is HLA-DPA10301-DPB10402 with pseudo-sequence HLA-DPA10301-DPB10402. The binding affinity (normalized) is 0.131. (3) The peptide sequence is EDNFFLFGAKADQVA. The MHC is DRB3_0101 with pseudo-sequence DRB3_0101. The binding affinity (normalized) is 0.359. (4) The peptide sequence is WIESQKNGSWKLEKA. The MHC is DRB3_0101 with pseudo-sequence DRB3_0101. The binding affinity (normalized) is 0.157. (5) The MHC is HLA-DQA10101-DQB10501 with pseudo-sequence HLA-DQA10101-DQB10501. The binding affinity (normalized) is 0.0243. The peptide sequence is KYMVIQGEPGRVIRG. (6) The peptide sequence is SGGVYLGNLSQSQLT. The MHC is DRB1_0101 with pseudo-sequence DRB1_0101. The binding affinity (normalized) is 0.678.